From a dataset of Full USPTO retrosynthesis dataset with 1.9M reactions from patents (1976-2016). Predict the reactants needed to synthesize the given product. Given the product [CH2:1]([O:3][C:4]([C:6]1[C:7]([O:24][C:25](=[O:27])[CH3:26])=[C:8]2[C:16]([Cl:35])=[CH:15][N:14]([C:17]3[CH:22]=[CH:21][C:20]([F:23])=[CH:19][CH:18]=3)[C:9]2=[C:10]([C:12]#[N:13])[N:11]=1)=[O:5])[CH3:2], predict the reactants needed to synthesize it. The reactants are: [CH2:1]([O:3][C:4]([C:6]1[C:7]([O:24][C:25](=[O:27])[CH3:26])=[C:8]2[CH:16]=[CH:15][N:14]([C:17]3[CH:22]=[CH:21][C:20]([F:23])=[CH:19][CH:18]=3)[C:9]2=[C:10]([C:12]#[N:13])[N:11]=1)=[O:5])[CH3:2].C1C(=O)N([Cl:35])C(=O)C1.